Dataset: Experimentally validated miRNA-target interactions with 360,000+ pairs, plus equal number of negative samples. Task: Binary Classification. Given a miRNA mature sequence and a target amino acid sequence, predict their likelihood of interaction. The miRNA is mmu-miR-466d-5p with sequence UGUGUGUGCGUACAUGUACAUG. The protein sequence of the target gene is MAAEGWIWRWGWGRRCLGRPGLLGPGPGPTTPLFLLLLLGSVTADITDGNSEHLKREHSLIKPYQGVGSSSMPLWDFQGSTMLTSQYVRLTPDERSKEGSIWNHQPCFLKDWEMHVHFKVHGTGKKNLHGDGIALWYTRDRLVPGPVFGSKDNFHGLAIFLDTYPNDETTERVFPYISVMVNNGSLSYDHSKDGRWTELAGCTADFRNRDHDTFLAVRYSRGRLTVMTDLEDKNEWKNCIDITGVRLPTGYYFGASAGTGDLSDNHDIISMKLFQLMVEHTPDEESIDWTKIEPSVNFLK.... Result: 0 (no interaction).